From a dataset of Forward reaction prediction with 1.9M reactions from USPTO patents (1976-2016). Predict the product of the given reaction. (1) Given the reactants [C:1]([C:3]1[CH:4]=[C:5]([S:10]([NH:13][C:14]2[S:18][N:17]=[CH:16][N:15]=2)(=[O:12])=[O:11])[CH:6]=[CH:7][C:8]=1F)#[N:2].[Cl:19][C:20]1[CH:21]=[CH:22][C:23]([OH:45])=[C:24]([C:26]2[CH:31]=[CH:30][N:29]=[C:28]([N:32]3[CH2:37][CH2:36][N:35]([C:38]([O:40][C:41]([CH3:44])([CH3:43])[CH3:42])=[O:39])[CH2:34][CH2:33]3)[N:27]=2)[CH:25]=1.C(=O)([O-])[O-].[K+].[K+].CS(C)=O.[Cl-].[NH4+], predict the reaction product. The product is: [Cl:19][C:20]1[CH:21]=[CH:22][C:23]([O:45][C:8]2[CH:7]=[CH:6][C:5]([S:10]([NH:13][C:14]3[S:18][N:17]=[CH:16][N:15]=3)(=[O:12])=[O:11])=[CH:4][C:3]=2[C:1]#[N:2])=[C:24]([C:26]2[CH:31]=[CH:30][N:29]=[C:28]([N:32]3[CH2:33][CH2:34][N:35]([C:38]([O:40][C:41]([CH3:43])([CH3:42])[CH3:44])=[O:39])[CH2:36][CH2:37]3)[N:27]=2)[CH:25]=1. (2) Given the reactants CS([C:5]1[N:10]=[C:9]([O:11][C:12]2[CH:13]=[N:14][CH:15]=[CH:16][CH:17]=2)[C:8]([C:18]2[CH:23]=[CH:22][C:21]([Cl:24])=[CH:20][CH:19]=2)=[C:7]([C:25]2[CH:30]=[CH:29][C:28]([Cl:31])=[CH:27][C:26]=2[Cl:32])[N:6]=1)(=O)=O.C([Li])CCC.[CH:38]([OH:42])([CH2:40][CH3:41])[CH3:39], predict the reaction product. The product is: [CH:38]([O:42][C:5]1[N:10]=[C:9]([O:11][C:12]2[CH:13]=[N:14][CH:15]=[CH:16][CH:17]=2)[C:8]([C:18]2[CH:23]=[CH:22][C:21]([Cl:24])=[CH:20][CH:19]=2)=[C:7]([C:25]2[CH:30]=[CH:29][C:28]([Cl:31])=[CH:27][C:26]=2[Cl:32])[N:6]=1)([CH2:40][CH3:41])[CH3:39]. (3) Given the reactants [CH2:1]([O:8][C:9]([N:11]1[CH2:15][C:14]([C:16]2[CH:21]=[CH:20][CH:19]=[CH:18][CH:17]=2)=[CH:13][C@H:12]1[C:22](OC)=[O:23])=[O:10])[C:2]1[CH:7]=[CH:6][CH:5]=[CH:4][CH:3]=1.[BH4-].[Li+], predict the reaction product. The product is: [CH2:1]([O:8][C:9]([N:11]1[CH2:15][C:14]([C:16]2[CH:21]=[CH:20][CH:19]=[CH:18][CH:17]=2)=[CH:13][C@H:12]1[CH2:22][OH:23])=[O:10])[C:2]1[CH:7]=[CH:6][CH:5]=[CH:4][CH:3]=1.